From a dataset of Reaction yield outcomes from USPTO patents with 853,638 reactions. Predict the reaction yield, written as a fraction of the theoretical maximum amount of product (1.0 means a 100% yield; for example, 0.34 means a 34% yield). (1) The reactants are [F-].[CH2:15]([N+]([CH2:15][CH2:16][CH2:17][CH3:18])([CH2:15][CH2:16][CH2:17][CH3:18])[CH2:15][CH2:16][CH2:17][CH3:18])[CH2:16][CH2:17][CH3:18].C(N(CC)[CH:23]([CH3:25])[CH3:24])(C)C.[F:28][C:29]([F:42])([F:41])[S:30]([O:33]S(C(F)(F)F)(=O)=O)(=[O:32])=[O:31].[C:43](=O)=[O:44].C[OH:47].[O:48]1[CH2:52]CC[CH2:49]1. No catalyst specified. The product is [F:28][C:29]([F:42])([F:41])[S:30]([O:33][C:23]1[CH:24]=[C:15]([O:44][CH3:43])[C:16]([C:17](=[O:47])[CH3:18])=[C:49]([O:48][CH3:52])[CH:25]=1)(=[O:32])=[O:31]. The yield is 0.780. (2) The reactants are [OH-].[Na+].[CH3:3][NH:4][C:5]([C:7]1[CH:16]=[CH:15][C:14]2[C:9](=[CH:10][CH:11]=[CH:12][CH:13]=2)[C:8]=1[CH3:17])=O.CNC(C1CC2C(C=1C)=CC=CC=2)=O. No catalyst specified. The product is [CH3:17][C:8]1[C:9]2[C:14](=[CH:13][CH:12]=[CH:11][CH:10]=2)[CH:15]=[CH:16][C:7]=1[CH2:5][NH:4][CH3:3]. The yield is 0.360. (3) The reactants are [N:1]([C@H:4]1[C@@H:9]([NH:10][C:11]([C:13]2[NH:14][C:15]([CH2:19][CH3:20])=[C:16]([Cl:18])[N:17]=2)=[O:12])[CH2:8][CH2:7][N:6]([C:21]2[S:22][C:23]3[C:29]([C:30]([O:32][CH2:33][CH3:34])=[O:31])=[CH:28][CH:27]=[CH:26][C:24]=3[N:25]=2)[CH2:5]1)=[N+]=[N-].C1(P(C2C=CC=CC=2)C2C=CC=CC=2)C=CC=CC=1.O. The catalyst is C1COCC1. The product is [NH2:1][C@H:4]1[C@@H:9]([NH:10][C:11]([C:13]2[NH:14][C:15]([CH2:19][CH3:20])=[C:16]([Cl:18])[N:17]=2)=[O:12])[CH2:8][CH2:7][N:6]([C:21]2[S:22][C:23]3[C:29]([C:30]([O:32][CH2:33][CH3:34])=[O:31])=[CH:28][CH:27]=[CH:26][C:24]=3[N:25]=2)[CH2:5]1. The yield is 0.750. (4) The product is [C:13]([C:2]1[CH:11]=[CH:10][C:5]([C:6]([O:8][CH3:9])=[O:7])=[C:4]([F:12])[CH:3]=1)#[N:14]. The catalyst is [Zn].C1(P(C2C=CC=CC=2)C2C=CC=CC=2)C=CC=CC=1.C1(P(C2C=CC=CC=2)C2C=CC=CC=2)C=CC=CC=1.C1(P(C2C=CC=CC=2)C2C=CC=CC=2)C=CC=CC=1.C1(P(C2C=CC=CC=2)C2C=CC=CC=2)C=CC=CC=1.[Pd]. The yield is 0.800. The reactants are Br[C:2]1[CH:11]=[CH:10][C:5]([C:6]([O:8][CH3:9])=[O:7])=[C:4]([F:12])[CH:3]=1.[CH3:13][N:14](C)C=O.